From a dataset of Full USPTO retrosynthesis dataset with 1.9M reactions from patents (1976-2016). Predict the reactants needed to synthesize the given product. (1) Given the product [CH3:17][N:4]1[C:5](=[O:16])[CH:6]=[C:7]([C:8]2[CH:15]=[CH:14][C:11]([CH:12]=[O:13])=[CH:10][CH:9]=2)[C:2]([C:20]2[CH:21]=[CH:22][CH:23]=[CH:24][C:19]=2[O:18][C:25]2[CH:26]=[CH:27][CH:28]=[CH:29][CH:30]=2)=[N:3]1, predict the reactants needed to synthesize it. The reactants are: Cl[C:2]1[C:7]([C:8]2[CH:15]=[CH:14][C:11]([CH:12]=[O:13])=[CH:10][CH:9]=2)=[CH:6][C:5](=[O:16])[N:4]([CH3:17])[N:3]=1.[O:18]([C:25]1[CH:30]=[CH:29][CH:28]=[CH:27][C:26]=1B(O)O)[C:19]1[CH:24]=[CH:23][CH:22]=[CH:21][CH:20]=1.C(=O)([O-])[O-].[Na+].[Na+]. (2) Given the product [Br:22][C:13]1[CH:12]=[C:11]2[C:16](=[CH:15][C:14]=1[O:17][CH2:18][C:19]([CH3:21])=[CH2:20])[NH:1][C:4]([C:5]([O:7][CH2:8][CH3:9])=[O:6])=[CH:10]2, predict the reactants needed to synthesize it. The reactants are: [N:1]([C:4](=[CH:10][C:11]1[CH:16]=[CH:15][C:14]([O:17][CH2:18][C:19]([CH3:21])=[CH2:20])=[C:13]([Br:22])[CH:12]=1)[C:5]([O:7][CH2:8][CH3:9])=[O:6])=[N+]=[N-].